From a dataset of Catalyst prediction with 721,799 reactions and 888 catalyst types from USPTO. Predict which catalyst facilitates the given reaction. (1) Reactant: [CH2:1]([C:3]1[CH:4]=[N:5][C:6]([N:9]2[CH2:14][CH2:13][CH:12]([OH:15])[CH2:11][CH2:10]2)=[N:7][CH:8]=1)[CH3:2].[H-].[Na+].[Br:18][C:19]1[C:23]2[N:24]=[CH:25][N:26]=[C:27](Cl)[C:22]=2[N:21]([CH3:29])[CH:20]=1. Product: [Br:18][C:19]1[C:23]2[N:24]=[CH:25][N:26]=[C:27]([O:15][CH:12]3[CH2:11][CH2:10][N:9]([C:6]4[N:7]=[CH:8][C:3]([CH2:1][CH3:2])=[CH:4][N:5]=4)[CH2:14][CH2:13]3)[C:22]=2[N:21]([CH3:29])[CH:20]=1. The catalyst class is: 3. (2) Reactant: N1CCC(C2C3C(=C(C(N)=O)C=C(C4SC=CC=4)C=3)NC=2)CC1.[NH2:24][C:25]([C:27]1[CH:28]=[C:29]([C:49]2[CH:54]=[CH:53][C:52]([O:55][CH3:56])=[CH:51][CH:50]=2)[CH:30]=[C:31]2[C:35]=1[NH:34][CH:33]=[C:32]2[CH:36]1[CH2:41][CH2:40][N:39](C(OC(C)(C)C)=O)[CH2:38][CH2:37]1)=[O:26].Cl. Product: [CH3:56][O:55][C:52]1[CH:53]=[CH:54][C:49]([C:29]2[CH:30]=[C:31]3[C:35](=[C:27]([C:25]([NH2:24])=[O:26])[CH:28]=2)[NH:34][CH:33]=[C:32]3[CH:36]2[CH2:41][CH2:40][NH:39][CH2:38][CH2:37]2)=[CH:50][CH:51]=1. The catalyst class is: 5. (3) Reactant: C[O:2][C:3](=[O:29])[CH:4]([NH:11][S:12]([C:15]1[CH:20]=[CH:19][C:18]([C:21]2[CH:26]=[CH:25][C:24]([O:27][CH3:28])=[CH:23][CH:22]=2)=[CH:17][CH:16]=1)(=[O:14])=[O:13])[CH:5]1[CH2:10][CH2:9][S:8][CH2:7][CH2:6]1.COC(=O)C(N)C1CCSCC1.C(N(CC)CC)C.COC1C=C(S(Cl)(=O)=O)C(C2C=CC=CC=2)=CC=1. Product: [CH3:28][O:27][C:24]1[CH:23]=[CH:22][C:21]([C:18]2[CH:17]=[CH:16][C:15]([S:12]([NH:11][CH:4]([CH:5]3[CH2:6][CH2:7][S:8][CH2:9][CH2:10]3)[C:3]([OH:29])=[O:2])(=[O:14])=[O:13])=[CH:20][CH:19]=2)=[CH:26][CH:25]=1. The catalyst class is: 2. (4) Reactant: C([O-])=O.[NH4+].[CH2:5]([C:7]1[CH:16]=[CH:15][C:10]([C:11]([O:13][CH3:14])=[O:12])=[CH:9][C:8]=1[N+:17]([O-])=O)[CH3:6]. Product: [NH2:17][C:8]1[CH:9]=[C:10]([CH:15]=[CH:16][C:7]=1[CH2:5][CH3:6])[C:11]([O:13][CH3:14])=[O:12]. The catalyst class is: 19.